From a dataset of Full USPTO retrosynthesis dataset with 1.9M reactions from patents (1976-2016). Predict the reactants needed to synthesize the given product. (1) Given the product [Cl:1][C:2]1[C:3]([F:19])=[C:4]([C:10]2[CH:15]=[CH:14][C:13]([CH2:16][CH2:17][CH3:18])=[CH:12][CH:11]=2)[CH:5]=[CH:6][C:7]=1[OH:8], predict the reactants needed to synthesize it. The reactants are: [Cl:1][C:2]1[C:3]([F:19])=[C:4]([C:10]2[CH:15]=[CH:14][C:13]([CH2:16][CH2:17][CH3:18])=[CH:12][CH:11]=2)[CH:5]=[CH:6][C:7]=1[O:8]C.B(Br)(Br)Br.O. (2) The reactants are: [Br:1]Br.[CH3:3][O:4][C:5]1[CH:12]=[CH:11][CH:10]=[C:9]([CH3:13])[C:6]=1[C:7]#[N:8]. Given the product [Br:1][C:10]1[C:9]([CH3:13])=[C:6]([C:5]([O:4][CH3:3])=[CH:12][CH:11]=1)[C:7]#[N:8], predict the reactants needed to synthesize it. (3) Given the product [CH3:30][O:29][C:26]1[N:25]=[N:24][C:23]([O:21][C:19]2[CH:18]=[CH:17][C:15]3[N:16]=[C:12]([N:9]4[CH2:10][CH2:11][C@@H:7]([N:1]5[CH2:6][CH2:5][CH2:4][CH2:3][CH2:2]5)[CH2:8]4)[S:13][C:14]=3[CH:20]=2)=[CH:28][CH:27]=1, predict the reactants needed to synthesize it. The reactants are: [N:1]1([C@@H:7]2[CH2:11][CH2:10][N:9]([C:12]3[S:13][C:14]4[CH:20]=[C:19]([OH:21])[CH:18]=[CH:17][C:15]=4[N:16]=3)[CH2:8]2)[CH2:6][CH2:5][CH2:4][CH2:3][CH2:2]1.Cl[C:23]1[N:24]=[N:25][C:26]([O:29][CH3:30])=[CH:27][CH:28]=1.[O-]P([O-])([O-])=O.[K+].[K+].[K+]. (4) Given the product [N:15]1[CH:17]=[CH:18][N:6]2[C:7]=1[C:8]1[CH:9]=[CH:10][CH:11]=[CH:12][C:13]=1[C:14]1[CH:1]=[CH:2][CH:3]=[CH:4][C:5]2=1, predict the reactants needed to synthesize it. The reactants are: [CH:1]1[C:14]2[C:5](=[N:6][C:7]([NH2:15])=[C:8]3[C:13]=2[CH:12]=[CH:11][CH:10]=[CH:9]3)[CH:4]=[CH:3][CH:2]=1.Cl[CH2:17][CH:18]=O.C(=O)([O-])[O-].[Na+].[Na+]. (5) Given the product [C:1]([N:5]1[CH2:10][CH2:9][N:8]([CH2:11][C:12]2[CH:13]=[C:14]([C:28]3[CH:29]=[C:30]([C:34]4[CH:39]=[C:38]([NH:40][CH2:41][CH:42]5[CH2:43][CH2:44]5)[N:37]=[C:36]([C:45]5[CH:50]=[CH:49][CH:48]=[CH:47][N:46]=5)[CH:35]=4)[CH:31]=[N:32][CH:33]=3)[CH:15]=[CH:16][CH:17]=2)[CH2:7][CH2:6]1)([CH3:4])([CH3:3])[CH3:2], predict the reactants needed to synthesize it. The reactants are: [C:1]([N:5]1[CH2:10][CH2:9][N:8]([CH2:11][C:12]2[CH:13]=[C:14](B(O)O)[CH:15]=[CH:16][CH:17]=2)[CH2:7][CH2:6]1)([CH3:4])([CH3:3])[CH3:2].C([O-])([O-])=O.[Na+].[Na+].Br[C:28]1[CH:29]=[C:30]([C:34]2[CH:39]=[C:38]([NH:40][CH2:41][CH:42]3[CH2:44][CH2:43]3)[N:37]=[C:36]([C:45]3[CH:50]=[CH:49][CH:48]=[CH:47][N:46]=3)[CH:35]=2)[CH:31]=[N:32][CH:33]=1. (6) Given the product [CH2:1]([N:4]1[C:5](=[O:17])[N:6]([CH2:25][C:26]([O:28][CH3:29])=[O:27])[N:7]=[C:8]1[C:9]1[CH:14]=[CH:13][C:12]([Cl:15])=[CH:11][C:10]=1[Br:16])[CH:2]=[CH2:3], predict the reactants needed to synthesize it. The reactants are: [CH2:1]([N:4]1[C:8]([C:9]2[CH:14]=[CH:13][C:12]([Cl:15])=[CH:11][C:10]=2[Br:16])=[N:7][NH:6][C:5]1=[O:17])[CH:2]=[CH2:3].C(=O)([O-])[O-].[K+].[K+].Cl[CH2:25][C:26]([O:28][CH3:29])=[O:27].